This data is from Catalyst prediction with 721,799 reactions and 888 catalyst types from USPTO. The task is: Predict which catalyst facilitates the given reaction. (1) Reactant: [CH3:1][N:2]1[C:6]([N+:7]([O-])=O)=[CH:5][C:4]([C:10]([O:12][CH3:13])=[O:11])=[N:3]1. Product: [NH2:7][C:6]1[N:2]([CH3:1])[N:3]=[C:4]([C:10]([O:12][CH3:13])=[O:11])[CH:5]=1. The catalyst class is: 19. (2) Reactant: [CH2:1]([O:8][C@H:9]1[CH2:13][N:12]([C:14]([O:16][C:17]([CH3:20])([CH3:19])[CH3:18])=[O:15])[C@@H:11]([C@@H:21]([OH:40])[C@@H:22]([NH:30][C:31]([O:33][CH2:34][CH2:35][Si:36]([CH3:39])([CH3:38])[CH3:37])=[O:32])[CH2:23][C:24]2[CH:29]=[CH:28][CH:27]=[CH:26][CH:25]=2)[CH2:10]1)[C:2]1[CH:7]=[CH:6][CH:5]=[CH:4][CH:3]=1.CO[C:43](OC)([CH3:45])[CH3:44].C1(C)C=CC(S([O-])(=O)=O)=CC=1.[NH+]1C=CC=CC=1. Product: [CH2:23]([C@H:22]1[C@@H:21]([C@H:11]2[CH2:10][C@@H:9]([O:8][CH2:1][C:2]3[CH:3]=[CH:4][CH:5]=[CH:6][CH:7]=3)[CH2:13][N:12]2[C:14]([O:16][C:17]([CH3:18])([CH3:20])[CH3:19])=[O:15])[O:40][C:43]([CH3:45])([CH3:44])[N:30]1[C:31]([O:33][CH2:34][CH2:35][Si:36]([CH3:39])([CH3:38])[CH3:37])=[O:32])[C:24]1[CH:25]=[CH:26][CH:27]=[CH:28][CH:29]=1. The catalyst class is: 48.